Dataset: Full USPTO retrosynthesis dataset with 1.9M reactions from patents (1976-2016). Task: Predict the reactants needed to synthesize the given product. (1) Given the product [CH3:1][C:2]1[CH:3]=[CH:4][C:5]2[CH:9]=[C:8]([CH:11]([C:12]3[CH:17]=[CH:16][CH:15]=[CH:14][CH:13]=3)[OH:18])[S:7][C:6]=2[CH:10]=1, predict the reactants needed to synthesize it. The reactants are: [CH3:1][C:2]1[CH:3]=[CH:4][C:5]2[CH:9]=[CH:8][S:7][C:6]=2[CH:10]=1.[CH:11](=[O:18])[C:12]1[CH:17]=[CH:16][CH:15]=[CH:14][CH:13]=1. (2) Given the product [C:1]([NH:11][C:12]1[CH:17]=[CH:16][C:15]([NH:18][C:19]([N:21]2[CH2:22][CH2:23][N:24]([C:27]3[CH:28]=[CH:29][C:30]([NH:33][C:34]([NH:36][C:37]4[CH:42]=[C:41]([CH3:43])[CH:40]=[CH:39][C:38]=4[O:44][CH3:45])=[O:35])=[CH:31][CH:32]=3)[CH2:25][CH2:26]2)=[O:20])=[C:14]([Cl:46])[CH:13]=1)(=[O:3])[CH3:2], predict the reactants needed to synthesize it. The reactants are: [C:1](Cl)(=[O:3])[CH3:2].CC(N(C)C)=O.[NH2:11][C:12]1[CH:17]=[CH:16][C:15]([NH:18][C:19]([N:21]2[CH2:26][CH2:25][N:24]([C:27]3[CH:32]=[CH:31][C:30]([NH:33][C:34]([NH:36][C:37]4[CH:42]=[C:41]([CH3:43])[CH:40]=[CH:39][C:38]=4[O:44][CH3:45])=[O:35])=[CH:29][CH:28]=3)[CH2:23][CH2:22]2)=[O:20])=[C:14]([Cl:46])[CH:13]=1. (3) Given the product [F:21][CH2:2][CH2:3][CH:4]([CH2:12][CH:13]=[CH2:14])/[CH:5]=[CH:6]/[C:7]([O:9][CH2:10][CH3:11])=[O:8], predict the reactants needed to synthesize it. The reactants are: O[CH2:2][CH2:3][CH:4]([CH2:12][CH:13]=[CH2:14])/[CH:5]=[CH:6]/[C:7]([O:9][CH2:10][CH3:11])=[O:8].CCN(S(F)(F)[F:21])CC.C(=O)(O)[O-].[Na+]. (4) Given the product [CH2:14]([N:10]1[CH2:11][CH2:12][CH2:13][C@H:9]1[C:8]1([OH:21])[CH2:2][CH2:1]1)[C:15]1[CH:16]=[CH:17][CH:18]=[CH:19][CH:20]=1, predict the reactants needed to synthesize it. The reactants are: [CH2:1]([Mg]Br)[CH3:2].C(O[C:8](=[O:21])[C@@H:9]1[CH2:13][CH2:12][CH2:11][N:10]1[CH2:14][C:15]1[CH:20]=[CH:19][CH:18]=[CH:17][CH:16]=1)C.[OH-].[Na+]. (5) Given the product [Br:1][C:2]1[CH:3]=[CH:4][C:5]2[N:6]([C:8]([CH2:18][N:20]3[CH2:25][CH2:24][O:23][CH2:22][CH2:21]3)=[C:9]([C:11]3[CH:16]=[CH:15][C:14]([Cl:17])=[CH:13][CH:12]=3)[N:10]=2)[CH:7]=1, predict the reactants needed to synthesize it. The reactants are: [Br:1][C:2]1[CH:3]=[CH:4][C:5]2[N:6]([CH:8]=[C:9]([C:11]3[CH:16]=[CH:15][C:14]([Cl:17])=[CH:13][CH:12]=3)[N:10]=2)[CH:7]=1.[CH2:18]=O.[NH:20]1[CH2:25][CH2:24][O:23][CH2:22][CH2:21]1. (6) Given the product [NH2:18][C:16]1[S:17][C:12]2[C:11]([N:30]([CH3:29])[C@H:31]([CH2:34][CH2:35][CH3:36])[CH2:32][OH:33])=[N:10][C:9]([S:8][CH2:1][C:2]3[CH:7]=[CH:6][CH:5]=[CH:4][CH:3]=3)=[N:14][C:13]=2[N:15]=1, predict the reactants needed to synthesize it. The reactants are: [CH2:1]([S:8][C:9]1[N:10]=[C:11](Cl)[C:12]2[S:17][C:16]([NH2:18])=[N:15][C:13]=2[N:14]=1)[C:2]1[CH:7]=[CH:6][CH:5]=[CH:4][CH:3]=1.CCN(C(C)C)C(C)C.[CH3:29][NH:30][C@H:31]([CH2:34][CH2:35][CH3:36])[CH2:32][OH:33]. (7) Given the product [CH:25]1([CH2:28][N:29]2[C:37]3[CH:36]=[C:35]([NH:20][C:23](=[O:8])[O:45][C:42]([CH3:44])([CH3:43])[CH3:41])[N:34]=[CH:33][C:32]=3[CH:31]=[CH:30]2)[CH2:26][CH2:27]1, predict the reactants needed to synthesize it. The reactants are: C1(P(N=[N+]=[N-])(C2C=CC=CC=2)=[O:8])C=CC=CC=1.CC[N:20]([CH2:23]C)CC.[CH:25]1([CH2:28][N:29]2[C:37]3[CH:36]=[C:35](C(O)=O)[N:34]=[CH:33][C:32]=3[CH:31]=[CH:30]2)[CH2:27][CH2:26]1.[CH3:41][C:42]([OH:45])([CH3:44])[CH3:43].